From a dataset of Reaction yield outcomes from USPTO patents with 853,638 reactions. Predict the reaction yield, written as a fraction of the theoretical maximum amount of product (1.0 means a 100% yield; for example, 0.34 means a 34% yield). (1) The reactants are C(N(CC)CC)C.[C:8](OC(=O)C)(=[O:10])[CH3:9].[Cl:15][C:16]1[CH:17]=[C:18]([CH:46]=[CH:47][C:48]=1[F:49])[NH:19][C:20]1[C:29]2[C:24](=[CH:25][C:26]([O:36][CH2:37][CH2:38][CH2:39][N:40]3[CH2:45][CH2:44][NH:43][CH2:42][CH2:41]3)=[CH:27][C:28]=2[O:30][CH:31]2[CH2:35][CH2:34][O:33][CH2:32]2)[N:23]=[CH:22][N:21]=1.C(=O)([O-])O.[Na+]. The catalyst is C(Cl)Cl. The product is [Cl:15][C:16]1[CH:17]=[C:18]([CH:46]=[CH:47][C:48]=1[F:49])[NH:19][C:20]1[C:29]2[C:24](=[CH:25][C:26]([O:36][CH2:37][CH2:38][CH2:39][N:40]3[CH2:41][CH2:42][N:43]([C:8](=[O:10])[CH3:9])[CH2:44][CH2:45]3)=[CH:27][C:28]=2[O:30][CH:31]2[CH2:35][CH2:34][O:33][CH2:32]2)[N:23]=[CH:22][N:21]=1. The yield is 0.840. (2) The reactants are [CH2:1]([O:3][C:4]1[CH:5]=[C:6]([C:14](=O)[CH2:15][C:16](=O)[C:17]([F:20])([F:19])[F:18])[CH:7]=[CH:8][C:9]=1[C:10]([F:13])([F:12])[F:11])[CH3:2].[NH2:23][C:24]1[C:28]([Br:29])=[CH:27][NH:26][N:25]=1. No catalyst specified. The product is [Br:29][C:28]1[CH:27]=[N:26][N:25]2[C:16]([C:17]([F:20])([F:19])[F:18])=[CH:15][C:14]([C:6]3[CH:7]=[CH:8][C:9]([C:10]([F:13])([F:12])[F:11])=[C:4]([O:3][CH2:1][CH3:2])[CH:5]=3)=[N:23][C:24]=12. The yield is 0.910. (3) The catalyst is CO. The yield is 0.370. The reactants are [CH3:1][N:2]([CH2:4][C:5]1[CH:10]=[CH:9][C:8]([CH:11]2[CH:20]([C:21]3[CH:26]=[CH:25][C:24]([F:27])=[CH:23][CH:22]=3)[C:19](=O)[C:18]3[C:17]([C:29](OCC)=O)=[CH:16][C:15]([F:34])=[CH:14][C:13]=3[NH:12]2)=[CH:7][CH:6]=1)[CH3:3].[OH2:35].[NH2:36][NH2:37]. The product is [CH3:1][N:2]([CH2:4][C:5]1[CH:6]=[CH:7][C:8]([CH:11]2[NH:12][C:13]3[C:18]4[C:19](=[N:36][NH:37][C:29](=[O:35])[C:17]=4[CH:16]=[C:15]([F:34])[CH:14]=3)[CH:20]2[C:21]2[CH:26]=[CH:25][C:24]([F:27])=[CH:23][CH:22]=2)=[CH:9][CH:10]=1)[CH3:3]. (4) The reactants are [CH:1]([N:4]1[CH2:8][CH2:7][CH2:6][CH:5]1[C:9]([NH:11][C@H:12]([C:31]([O:33]C)=[O:32])[CH2:13][C:14]1[CH:19]=[CH:18][C:17]([O:20][CH2:21][CH2:22][C:23]2[CH:28]=[CH:27][CH:26]=[C:25]([NH:29][CH3:30])[N:24]=2)=[CH:16][CH:15]=1)=[O:10])([CH3:3])[CH3:2].[OH-].[Na+]. The catalyst is CC(N(C)C)=O. The product is [CH:1]([N:4]1[CH2:8][CH2:7][CH2:6][CH:5]1[C:9]([NH:11][C@H:12]([C:31]([OH:33])=[O:32])[CH2:13][C:14]1[CH:19]=[CH:18][C:17]([O:20][CH2:21][CH2:22][C:23]2[CH:28]=[CH:27][CH:26]=[C:25]([NH:29][CH3:30])[N:24]=2)=[CH:16][CH:15]=1)=[O:10])([CH3:3])[CH3:2]. The yield is 0.570.